The task is: Predict the product of the given reaction.. This data is from Forward reaction prediction with 1.9M reactions from USPTO patents (1976-2016). (1) Given the reactants [Cl:1][C:2]1[CH:3]=[C:4]([C:8]#[C:9][C:10]2[N:11]=[C:12]([CH3:15])[NH:13][CH:14]=2)[CH:5]=[CH:6][CH:7]=1.[Cl:16][C:17]1[N:18]=[N:19][C:20](Cl)=[CH:21][CH:22]=1, predict the reaction product. The product is: [Cl:16][C:17]1[N:18]=[N:19][C:20]([N:13]2[CH:14]=[C:10]([C:9]#[C:8][C:4]3[CH:5]=[CH:6][CH:7]=[C:2]([Cl:1])[CH:3]=3)[N:11]=[C:12]2[CH3:15])=[CH:21][CH:22]=1. (2) Given the reactants [F:1][CH:2]([F:6])[C:3](F)=O.[N:7]1([CH:13]=[CH:14][C:15]([O:17]C)=[O:16])CCCC[CH2:8]1.[F-].[K+].C[NH:22]N.[OH-].[Na+], predict the reaction product. The product is: [F:1][CH:2]([F:6])[C:3]1[C:14]([C:15]([OH:17])=[O:16])=[CH:13][N:7]([CH3:8])[N:22]=1. (3) The product is: [ClH:47].[CH2:19]([N:21]1[C:25]([CH3:26])=[C:24]([CH2:27][N:16]2[CH2:17][CH2:18][N:13]([C:8]3[C:7]([C:1]4[CH:2]=[CH:3][CH:4]=[CH:5][CH:6]=4)=[N:12][CH:11]=[CH:10][N:9]=3)[CH2:14][CH2:15]2)[CH:23]=[N:22]1)[CH3:20]. Given the reactants [C:1]1([C:7]2[C:8]([N:13]3[CH2:18][CH2:17][NH:16][CH2:15][CH2:14]3)=[N:9][CH:10]=[CH:11][N:12]=2)[CH:6]=[CH:5][CH:4]=[CH:3][CH:2]=1.[CH2:19]([N:21]1[C:25]([CH3:26])=[C:24]([CH:27]=O)[CH:23]=[N:22]1)[CH3:20].C(O[BH-](OC(=O)C)OC(=O)C)(=O)C.[Na+].C(O)(=O)C.[Cl:47]CCCl, predict the reaction product. (4) Given the reactants C1C=CC(P(C2C(C3C(P(C4C=CC=CC=4)C4C=CC=CC=4)=CC=C4C=3C=CC=C4)=C3C(C=CC=C3)=CC=2)C2C=CC=CC=2)=CC=1.[Cl:47][C:48]1[C:53](I)=[CH:52][CH:51]=[CH:50][N:49]=1.C([O-])([O-])=O.[Cs+].[Cs+].[NH:61]1[CH2:66][CH2:65][O:64][CH2:63][CH2:62]1, predict the reaction product. The product is: [Cl:47][C:48]1[C:53]([N:61]2[CH2:66][CH2:65][O:64][CH2:63][CH2:62]2)=[CH:52][CH:51]=[CH:50][N:49]=1.